This data is from Catalyst prediction with 721,799 reactions and 888 catalyst types from USPTO. The task is: Predict which catalyst facilitates the given reaction. (1) The catalyst class is: 3. Product: [C:18]([C:11]1[C:12]2[C:17](=[CH:16][CH:15]=[CH:14][CH:13]=2)[C:8]([C:3]2[C:2]([S:22][CH2:21][C:20]([O:24][CH3:25])=[O:23])=[N:7][CH:6]=[CH:5][N:4]=2)=[CH:9][CH:10]=1)#[N:19]. Reactant: Cl[C:2]1[C:3]([C:8]2[C:17]3[C:12](=[CH:13][CH:14]=[CH:15][CH:16]=3)[C:11]([C:18]#[N:19])=[CH:10][CH:9]=2)=[N:4][CH:5]=[CH:6][N:7]=1.[C:20]([O:24][CH3:25])(=[O:23])[CH2:21][SH:22].C(=O)([O-])[O-].[Na+].[Na+]. (2) Reactant: C(OC(=O)[NH:7][CH2:8][CH:9]1[O:13][N:12]([CH2:14][C:15]2[CH:20]=[CH:19][CH:18]=[CH:17][CH:16]=2)[CH2:11][CH2:10]1)(C)(C)C.FC(F)(F)C(O)=O. Product: [CH2:14]([N:12]1[CH2:11][CH2:10][CH:9]([CH2:8][NH2:7])[O:13]1)[C:15]1[CH:16]=[CH:17][CH:18]=[CH:19][CH:20]=1. The catalyst class is: 4. (3) Reactant: [CH2:1]([O:5][CH2:6][CH2:7][O:8][C:9]1[CH:14]=[CH:13][C:12]([C:15]2[CH:16]=[CH:17][C:18]3[N:24]([CH2:25][CH:26]([CH3:28])[CH3:27])[CH2:23][CH2:22][C:21]([C:29]([NH:31][C:32]4[CH:37]=[CH:36][C:35]([S:38][CH2:39][CH2:40][C:41]5[N:45]([CH2:46][CH2:47][CH3:48])[CH:44]=[N:43][N:42]=5)=[CH:34][CH:33]=4)=[O:30])=[CH:20][C:19]=3[CH:49]=2)=[CH:11][CH:10]=1)[CH2:2][CH2:3][CH3:4].ClC1C=CC=C(C(OO)=[O:58])C=1.S([O-])([O-])(=O)=S.[Na+].[Na+]. Product: [CH2:1]([O:5][CH2:6][CH2:7][O:8][C:9]1[CH:10]=[CH:11][C:12]([C:15]2[CH:16]=[CH:17][C:18]3[N:24]([CH2:25][CH:26]([CH3:27])[CH3:28])[CH2:23][CH2:22][C:21]([C:29]([NH:31][C:32]4[CH:33]=[CH:34][C:35]([S:38]([CH2:39][CH2:40][C:41]5[N:45]([CH2:46][CH2:47][CH3:48])[CH:44]=[N:43][N:42]=5)=[O:58])=[CH:36][CH:37]=4)=[O:30])=[CH:20][C:19]=3[CH:49]=2)=[CH:13][CH:14]=1)[CH2:2][CH2:3][CH3:4]. The catalyst class is: 4.